This data is from Catalyst prediction with 721,799 reactions and 888 catalyst types from USPTO. The task is: Predict which catalyst facilitates the given reaction. (1) Reactant: [Si:1]([O:8][C:9]([CH3:22])([CH3:21])[C@H:10]([NH2:20])[CH2:11][O:12][Si:13]([C:16]([CH3:19])([CH3:18])[CH3:17])([CH3:15])[CH3:14])([C:4]([CH3:7])([CH3:6])[CH3:5])([CH3:3])[CH3:2].C(N(CC)CC)C.Cl[C:31]1[C:40]2[C:35](=[CH:36][CH:37]=[CH:38][CH:39]=2)[N:34]=[CH:33][C:32]=1[N+:41]([O-:43])=[O:42].C(OCC)(=O)C.C(Cl)Cl. Product: [Si:1]([O:8][C:9]([CH3:22])([CH3:21])[C@H:10]([NH:20][C:31]1[C:40]2[C:35](=[CH:36][CH:37]=[CH:38][CH:39]=2)[N:34]=[CH:33][C:32]=1[N+:41]([O-:43])=[O:42])[CH2:11][O:12][Si:13]([C:16]([CH3:19])([CH3:18])[CH3:17])([CH3:14])[CH3:15])([C:4]([CH3:7])([CH3:6])[CH3:5])([CH3:3])[CH3:2]. The catalyst class is: 2. (2) Reactant: N#N.Br[C:4]1[CH:9]=[C:8]([F:10])[CH:7]=[C:6]([Cl:11])[CH:5]=1.CON(C)[C:15]([C@@H:17]1[CH2:22][CH2:21][CH2:20][N:19]([C:23]([O:25][C:26]([CH3:29])([CH3:28])[CH3:27])=[O:24])[CH2:18]1)=[O:16]. Product: [Cl:11][C:6]1[CH:5]=[C:4]([CH:9]=[C:8]([F:10])[CH:7]=1)[C:15]([C@@H:17]1[CH2:22][CH2:21][CH2:20][N:19]([C:23]([O:25][C:26]([CH3:29])([CH3:28])[CH3:27])=[O:24])[CH2:18]1)=[O:16]. The catalyst class is: 1. (3) Reactant: [CH3:1][N:2]([C:10](=[O:20])[C:11]1[CH:16]=[CH:15][C:14]([N+:17]([O-])=O)=[CH:13][CH:12]=1)[CH2:3][CH2:4][C:5]([O:7][CH2:8][CH3:9])=[O:6].O1CCCC1. Product: [NH2:17][C:14]1[CH:13]=[CH:12][C:11]([C:10]([N:2]([CH3:1])[CH2:3][CH2:4][C:5]([O:7][CH2:8][CH3:9])=[O:6])=[O:20])=[CH:16][CH:15]=1. The catalyst class is: 349. (4) Reactant: [C:1]1([S:7]([N:10]2[C:14]3=[N:15][CH:16]=[C:17]([CH:19]4[CH2:23][O:22][C:21]([CH3:25])([CH3:24])[O:20]4)[CH:18]=[C:13]3[CH:12]=[C:11]2[C:26](=[O:33])[CH2:27][CH:28]2[CH2:32][CH2:31][CH2:30][CH2:29]2)(=[O:9])=[O:8])[CH:6]=[CH:5][CH:4]=[CH:3][CH:2]=1.C[Si]([N-][Si](C)(C)C)(C)C.[Li+].[C:44]1([CH3:64])[CH:49]=[CH:48][C:47]([S:50](O[S:50]([C:47]2[CH:48]=[CH:49][C:44]([CH3:64])=[CH:45][CH:46]=2)(=[O:52])=[O:51])(=[O:52])=[O:51])=[CH:46][CH:45]=1. Product: [C:1]1([S:7]([N:10]2[C:14]3=[N:15][CH:16]=[C:17]([CH:19]4[CH2:23][O:22][C:21]([CH3:24])([CH3:25])[O:20]4)[CH:18]=[C:13]3[CH:12]=[C:11]2[C:26]([O:33][S:50]([C:47]2[CH:48]=[CH:49][C:44]([CH3:64])=[CH:45][CH:46]=2)(=[O:52])=[O:51])=[CH:27][CH:28]2[CH2:32][CH2:31][CH2:30][CH2:29]2)(=[O:9])=[O:8])[CH:2]=[CH:3][CH:4]=[CH:5][CH:6]=1. The catalyst class is: 7. (5) Reactant: Cl.NO.[C:4]([C:6]1[CH:11]=[CH:10][C:9]([C:12](=[O:18])[CH:13]=[CH:14][N:15](C)C)=[CH:8][CH:7]=1)#[N:5]. Product: [O:18]1[C:12]([C:9]2[CH:10]=[CH:11][C:6]([C:4]#[N:5])=[CH:7][CH:8]=2)=[CH:13][CH:14]=[N:15]1. The catalyst class is: 24. (6) Reactant: [CH3:1][S:2][C:3]1[CH:4]=[CH:5][C:6]([N+:9]([O-])=O)=[N:7][CH:8]=1.C(O)(=O)C.C(=O)(O)[O-].[Na+]. Product: [CH3:1][S:2][C:3]1[CH:4]=[CH:5][C:6]([NH2:9])=[N:7][CH:8]=1. The catalyst class is: 150.